From a dataset of Forward reaction prediction with 1.9M reactions from USPTO patents (1976-2016). Predict the product of the given reaction. (1) Given the reactants [F:1][C:2]([F:14])([F:13])[C@@H:3]1[CH2:8][CH2:7][CH2:6][CH2:5][C@H:4]1[C:9](OC)=[O:10].[H-].[Al+3].[Li+].[H-].[H-].[H-].Cl, predict the reaction product. The product is: [F:1][C:2]([F:13])([F:14])[C@@H:3]1[CH2:8][CH2:7][CH2:6][CH2:5][C@H:4]1[CH2:9][OH:10]. (2) Given the reactants Cl[C:2]1[C:11]2[C:6](=[N:7][CH:8]=[CH:9][CH:10]=2)[N:5]=[C:4]([C:12]2[CH:17]=[C:16]([F:18])[CH:15]=[C:14]([F:19])[CH:13]=2)[C:3]=1[CH3:20].[O:21]1[CH2:26][CH2:25][N:24]([C:27]2[CH:28]=[C:29]3[NH:35][CH2:34][C:33]4([CH2:40][CH2:39][O:38][CH2:37][CH2:36]4)[C:30]3=[N:31][CH:32]=2)[CH2:23][CH2:22]1.CC(C)([O-])C.[Na+], predict the reaction product. The product is: [F:19][C:14]1[CH:13]=[C:12]([C:4]2[C:3]([CH3:20])=[C:2]([N:35]3[C:29]4[C:30](=[N:31][CH:32]=[C:27]([N:24]5[CH2:25][CH2:26][O:21][CH2:22][CH2:23]5)[CH:28]=4)[C:33]4([CH2:40][CH2:39][O:38][CH2:37][CH2:36]4)[CH2:34]3)[C:11]3[C:6](=[N:7][CH:8]=[CH:9][CH:10]=3)[N:5]=2)[CH:17]=[C:16]([F:18])[CH:15]=1. (3) Given the reactants Cl[C:2]([O:4][CH2:5][C:6]1[CH:11]=[CH:10][CH:9]=[CH:8][CH:7]=1)=[O:3].[Br:12][C:13]1[CH:24]=[CH:23][C:16]([CH2:17][CH:18]([C:20]([OH:22])=[O:21])[NH2:19])=[CH:15][CH:14]=1, predict the reaction product. The product is: [CH2:5]([O:4][C:2]([NH:19][CH:18]([CH2:17][C:16]1[CH:15]=[CH:14][C:13]([Br:12])=[CH:24][CH:23]=1)[C:20]([OH:22])=[O:21])=[O:3])[C:6]1[CH:11]=[CH:10][CH:9]=[CH:8][CH:7]=1. (4) Given the reactants F[C:2]1[C:3]([C:19]2[CH:24]=[CH:23][CH:22]=[CH:21][CH:20]=2)=[C:4]([CH3:18])[C:5]([C:16]#[N:17])=[C:6]2[C:10]=1[O:9][C:8]([C:11]1[O:12][CH:13]=[CH:14][CH:15]=1)=[N:7]2.C(N(CC)CC)C.[CH3:32][N:33]([CH3:39])[C@H:34]1[CH2:38][CH2:37][NH:36][CH2:35]1.C(OCC)(=O)C, predict the reaction product. The product is: [CH3:32][N:33]([CH3:39])[C@H:34]1[CH2:38][CH2:37][N:36]([C:2]2[C:3]([C:19]3[CH:24]=[CH:23][CH:22]=[CH:21][CH:20]=3)=[C:4]([CH3:18])[C:5]([C:16]#[N:17])=[C:6]3[C:10]=2[O:9][C:8]([C:11]2[O:12][CH:13]=[CH:14][CH:15]=2)=[N:7]3)[CH2:35]1. (5) The product is: [CH3:21][C:19]1([CH3:22])[CH2:18][O:17][C:16]([C:12]2[CH:11]=[C:10]3[C:15](=[CH:14][CH:13]=2)[N:6]=[CH:7][CH:8]=[C:9]3[CH2:23][C:24]2[CH:29]=[CH:28][C:27]([C:30]3[CH:35]=[CH:34][CH:33]=[CH:32][CH:31]=3)=[CH:26][CH:25]=2)=[N:20]1. Given the reactants C(OC([N:6]1[C:15]2[C:10](=[CH:11][C:12]([C:16]3[O:17][CH2:18][C:19]([CH3:22])([CH3:21])[N:20]=3)=[CH:13][CH:14]=2)[C:9]([CH2:23][C:24]2[CH:29]=[CH:28][C:27]([C:30]3[CH:35]=[CH:34][CH:33]=[CH:32][CH:31]=3)=[CH:26][CH:25]=2)=[CH:8][CH:7]1P(OC)(OC)=O)=O)C.[OH-].[Na+], predict the reaction product. (6) Given the reactants [Br:1][C:2]1[CH:3]=[CH:4][C:5]([F:10])=[C:6]([CH:9]=1)[CH:7]=O.[C:11]([O:15][C:16]([NH:18][CH:19](P(OC)(OC)=O)[C:20]([O:22][CH2:23][C:24]1[CH:29]=[CH:28][CH:27]=[CH:26][CH:25]=1)=[O:21])=[O:17])([CH3:14])([CH3:13])[CH3:12].CC(C)=O.C(=O)=O.CN(C)C(N(C)C)=N, predict the reaction product. The product is: [Br:1][C:2]1[CH:3]=[CH:4][C:5]([F:10])=[C:6](/[CH:7]=[C:19](\[NH:18][C:16]([O:15][C:11]([CH3:14])([CH3:13])[CH3:12])=[O:17])/[C:20]([O:22][CH2:23][C:24]2[CH:29]=[CH:28][CH:27]=[CH:26][CH:25]=2)=[O:21])[CH:9]=1.